This data is from Full USPTO retrosynthesis dataset with 1.9M reactions from patents (1976-2016). The task is: Predict the reactants needed to synthesize the given product. (1) Given the product [CH2:23]([C:20]1[CH:21]=[C:22]([S:25]([N:8]2[CH2:9][CH2:10][C:5]3([O:4][CH2:3][CH2:2][O:1]3)[CH2:6][CH2:7]2)(=[O:27])=[O:26])[CH:23]=[CH:24][C:19]=1[C:17]#[N:18])[CH2:24][CH2:19][CH2:20][CH2:21][CH3:22], predict the reactants needed to synthesize it. The reactants are: [O:1]1[C:5]2([CH2:10][CH2:9][NH:8][CH2:7][CH2:6]2)[O:4][CH2:3][CH2:2]1.C(=O)([O-])[O-].[Na+].[Na+].[C:17]([C:19]1[CH:24]=[CH:23][C:22]([S:25](Cl)(=[O:27])=[O:26])=[CH:21][CH:20]=1)#[N:18]. (2) Given the product [CH2:12]([C:16]1[CH:17]=[CH:18][C:19]([C:22]2[O:26][N:25]=[C:24]([C:27]3[CH:28]=[C:29]([CH:30]=[CH:31][CH:32]=3)[CH:33]=[O:34])[N:23]=2)=[CH:20][CH:21]=1)[CH:13]([CH3:15])[CH3:14], predict the reactants needed to synthesize it. The reactants are: [Cr](Cl)([O-])(=O)=O.[NH+]1C=CC=CC=1.[CH2:12]([C:16]1[CH:21]=[CH:20][C:19]([C:22]2[O:26][N:25]=[C:24]([C:27]3[CH:28]=[C:29]([CH2:33][OH:34])[CH:30]=[CH:31][CH:32]=3)[N:23]=2)=[CH:18][CH:17]=1)[CH:13]([CH3:15])[CH3:14]. (3) Given the product [Cl:10][C:11]1[CH:12]=[C:13]([C:2]2[N:3]=[N:4][CH:5]=[C:6]([O:8][CH3:9])[CH:7]=2)[CH:14]=[CH:15][C:16]=1[F:17], predict the reactants needed to synthesize it. The reactants are: Cl[C:2]1[N:3]=[N:4][CH:5]=[C:6]([O:8][CH3:9])[CH:7]=1.[Cl:10][C:11]1[CH:12]=[C:13](B(O)O)[CH:14]=[CH:15][C:16]=1[F:17].C([O-])([O-])=O.[Cs+].[Cs+].C(P(C(C)(C)C)C(C)(C)C)(C)(C)C. (4) Given the product [CH2:1]([C:5]1[N:6]=[C:7]([CH3:27])[N:8]([C:31]2[CH:32]=[CH:33][C:34]([CH3:35])=[C:29]([CH3:28])[CH:30]=2)[C:9](=[O:26])[C:10]=1[CH2:11][C:12]1[CH:17]=[CH:16][C:15]([C:18]2[C:19]([C:24]#[N:25])=[CH:20][CH:21]=[CH:22][CH:23]=2)=[CH:14][CH:13]=1)[CH2:2][CH2:3][CH3:4], predict the reactants needed to synthesize it. The reactants are: [CH2:1]([C:5]1[N:6]=[C:7]([CH3:27])[NH:8][C:9](=[O:26])[C:10]=1[CH2:11][C:12]1[CH:17]=[CH:16][C:15]([C:18]2[C:19]([C:24]#[N:25])=[CH:20][CH:21]=[CH:22][CH:23]=2)=[CH:14][CH:13]=1)[CH2:2][CH2:3][CH3:4].[CH3:28][C:29]1[CH:30]=[C:31](B(O)O)[CH:32]=[CH:33][C:34]=1[CH3:35].C(N(CC)CC)C.N1C=CC=CC=1. (5) Given the product [Cl:3][C:4]1[CH:5]=[C:6]([C:10]2[C:19]3[C:14](=[CH:15][CH:16]=[C:17]([C:20]([OH:27])([C:28]4[CH:29]=[CH:32][C:33]([CH:41]([OH:42])[CH3:40])=[CH:34][CH:35]=4)[C:21]4[N:25]([CH3:26])[CH:24]=[N:23][CH:22]=4)[CH:18]=3)[N:13]([CH3:36])[C:12](=[O:37])[CH:11]=2)[CH:7]=[CH:8][CH:9]=1, predict the reactants needed to synthesize it. The reactants are: [Li]C.[Cl:3][C:4]1[CH:5]=[C:6]([C:10]2[C:19]3[C:14](=[CH:15][CH:16]=[C:17]([C:20]([C:28]4[CH:35]=[CH:34][CH:33]=[CH:32][C:29]=4C=O)([OH:27])[C:21]4[N:25]([CH3:26])[CH:24]=[N:23][CH:22]=4)[CH:18]=3)[N:13]([CH3:36])[C:12](=[O:37])[CH:11]=2)[CH:7]=[CH:8][CH:9]=1.O.C1C[O:42][CH2:41][CH2:40]1.